From a dataset of Full USPTO retrosynthesis dataset with 1.9M reactions from patents (1976-2016). Predict the reactants needed to synthesize the given product. The reactants are: [N+](C1C=C(N[N:11]=[C:12]([C:15]#[N:16])[C:13]#[N:14])C=CC=1)([O-])=O.[N+:17]([C:20]1[CH:21]=[C:22]([CH:24]=[CH:25][CH:26]=1)[NH2:23])([O-:19])=[O:18].C(#N)CC#N.O.[NH2:33][NH2:34]. Given the product [N+:17]([C:20]1[CH:21]=[C:22]([NH:23][N:11]=[C:12]2[C:13]([NH2:14])=[N:34][N:33]=[C:15]2[NH2:16])[CH:24]=[CH:25][CH:26]=1)([O-:19])=[O:18], predict the reactants needed to synthesize it.